Dataset: Catalyst prediction with 721,799 reactions and 888 catalyst types from USPTO. Task: Predict which catalyst facilitates the given reaction. Reactant: [N+:1]([C:4]1[CH:9]=[CH:8][C:7]([N:10]2[CH2:14][CH2:13][O:12][C:11]2=[O:15])=[CH:6][CH:5]=1)([O-])=O. Product: [NH2:1][C:4]1[CH:5]=[CH:6][C:7]([N:10]2[CH2:14][CH2:13][O:12][C:11]2=[O:15])=[CH:8][CH:9]=1. The catalyst class is: 19.